This data is from Full USPTO retrosynthesis dataset with 1.9M reactions from patents (1976-2016). The task is: Predict the reactants needed to synthesize the given product. (1) The reactants are: [Cl:1][C:2]1[CH:21]=[CH:20][C:5]([O:6][C:7]2[CH:12]=[CH:11][C:10]([C:13](=[O:15])[CH3:14])=[C:9]([C:16]([F:19])([F:18])[F:17])[CH:8]=2)=[CH:4][CH:3]=1.C[S+](C)C.COS([O-])(=O)=O.[OH-].[K+].[Na+].[Cl-].[C:36]1([CH3:42])C=CC=C[CH:37]=1. Given the product [Cl:1][C:2]1[CH:3]=[CH:4][C:5]([O:6][C:7]2[CH:12]=[CH:11][C:10]([C:13]3([CH:42]4[CH2:36][CH2:37]4)[CH2:14][O:15]3)=[C:9]([C:16]([F:17])([F:18])[F:19])[CH:8]=2)=[CH:20][CH:21]=1, predict the reactants needed to synthesize it. (2) Given the product [Cl:1][C:2]1[CH:3]=[C:4]([CH:37]=[CH:38][C:39]=1[Cl:40])[CH2:5][NH:6][C:7]([C:9]1[N:21]=[C:20]2[N:12]([O:13][C:14]3[C:19]2=[C:18]([N:22]2[CH2:23][CH2:24][O:25][CH2:26][CH2:27]2)[CH:17]=[CH:16][CH:15]=3)[C:11](=[O:28])[C:10]=1[OH:29])=[O:8], predict the reactants needed to synthesize it. The reactants are: [Cl:1][C:2]1[CH:3]=[C:4]([CH:37]=[CH:38][C:39]=1[Cl:40])[CH2:5][NH:6][C:7]([C:9]1[N:21]=[C:20]2[N:12]([O:13][C:14]3[C:19]2=[C:18]([N:22]2[CH2:27][CH2:26][O:25][CH2:24][CH2:23]2)[CH:17]=[CH:16][CH:15]=3)[C:11](=[O:28])[C:10]=1[O:29]CC1C=CC=CC=1)=[O:8].Cl. (3) Given the product [O:1]1[CH2:6][CH2:5][CH2:4][CH2:3][CH:2]1[O:7][NH:8][C:9](=[O:34])[CH2:10][C:11]1([C:28]2[S:29][C:30]([C:43]#[C:42][C:44]3[CH:49]=[CH:48][CH:47]=[CH:46][CH:45]=3)=[CH:31][CH:32]=2)[S:17](=[O:19])(=[O:18])[CH2:16][CH2:15][N:14]([C:20](=[O:27])[C:21]2[CH:26]=[CH:25][CH:24]=[CH:23][CH:22]=2)[CH2:13][CH2:12]1, predict the reactants needed to synthesize it. The reactants are: [O:1]1[CH2:6][CH2:5][CH2:4][CH2:3][CH:2]1[O:7][NH:8][C:9](=[O:34])[CH2:10][C:11]1([C:28]2[S:29][C:30](Br)=[CH:31][CH:32]=2)[S:17](=[O:19])(=[O:18])[CH2:16][CH2:15][N:14]([C:20](=[O:27])[C:21]2[CH:26]=[CH:25][CH:24]=[CH:23][CH:22]=2)[CH2:13][CH2:12]1.C(N(CC)CC)C.[C:42]([C:44]1[CH:49]=[CH:48][CH:47]=[CH:46][CH:45]=1)#[CH:43]. (4) Given the product [CH3:9][NH:8][C:4]1[N:3]=[C:2]([NH:24][C:23]2[CH:22]=[CH:21][C:20]([N:17]3[CH2:16][CH2:15][N:14]([CH2:12][CH3:13])[CH2:19][CH2:18]3)=[CH:26][CH:25]=2)[N:7]=[CH:6][N:5]=1, predict the reactants needed to synthesize it. The reactants are: Cl[C:2]1[N:7]=[CH:6][N:5]=[C:4]([NH:8][CH3:9])[N:3]=1.[Na+].[I-].[CH2:12]([N:14]1[CH2:19][CH2:18][N:17]([C:20]2[CH:26]=[CH:25][C:23]([NH2:24])=[CH:22][CH:21]=2)[CH2:16][CH2:15]1)[CH3:13].C(N(C(C)C)C(C)C)C. (5) Given the product [CH3:21][C@H:17]1[CH2:18][CH2:19][CH2:20][N:15]([C:13]([NH:12][CH:5]2[CH:4]3[CH2:3][C:2]4([O:1][C:22](=[O:24])[CH3:23])[CH2:9][CH:8]([CH2:7][CH:6]2[CH2:11]4)[CH2:10]3)=[O:14])[CH2:16]1, predict the reactants needed to synthesize it. The reactants are: [OH:1][C:2]12[CH2:11][CH:6]3[CH2:7][CH:8]([CH2:10][CH:4]([CH:5]3[NH:12][C:13]([N:15]3[CH2:20][CH2:19][CH2:18][C@H:17]([CH3:21])[CH2:16]3)=[O:14])[CH2:3]1)[CH2:9]2.[C:22](Cl)(=[O:24])[CH3:23].N1C=CC=CC=1.C([O-])(O)=O.[Na+].